This data is from Full USPTO retrosynthesis dataset with 1.9M reactions from patents (1976-2016). The task is: Predict the reactants needed to synthesize the given product. (1) Given the product [Cl:1][C:2]1[CH:3]=[CH:4][C:5]([CH2:6][O:7][C:8]2[N:13]=[CH:12][N:11]([C:25]3[CH:26]=[CH:27][C:22]4[N:23]([C:31]([CH3:32])=[C:20]([CH:17]5[CH2:19][CH2:18]5)[N:21]=4)[CH:24]=3)[C:10](=[O:14])[CH:9]=2)=[CH:15][CH:16]=1, predict the reactants needed to synthesize it. The reactants are: [Cl:1][C:2]1[CH:16]=[CH:15][C:5]([CH2:6][O:7][C:8]2[N:13]=[CH:12][NH:11][C:10](=[O:14])[CH:9]=2)=[CH:4][CH:3]=1.[CH:17]1([C:20]2[N:21]=[C:22]3[CH:27]=[CH:26][C:25](B(O)O)=[CH:24][N:23]3[C:31]=2[CH3:32])[CH2:19][CH2:18]1.C(Cl)Cl.CO. (2) Given the product [CH:1]1(/[C:6](=[N:19]\[C:20]2[CH:21]=[CH:22][C:23]([C:24]([O:26][CH3:27])=[O:25])=[CH:28][CH:29]=2)/[C:8]2[O:9][C:10]3[CH:17]=[CH:16][C:15]([F:18])=[CH:14][C:11]=3[C:12]=2[CH3:13])[CH2:5][CH2:4][CH2:3][CH2:2]1, predict the reactants needed to synthesize it. The reactants are: [CH:1]1([C:6]([C:8]2[O:9][C:10]3[CH:17]=[CH:16][C:15]([F:18])=[CH:14][C:11]=3[C:12]=2[CH3:13])=O)[CH2:5][CH2:4][CH2:3][CH2:2]1.[NH2:19][C:20]1[CH:29]=[CH:28][C:23]([C:24]([O:26][CH3:27])=[O:25])=[CH:22][CH:21]=1.C(=O)([O-])O.[Na+].C([BH3-])#N.[Na+]. (3) Given the product [N:2]1([C:7]2[N:12]=[C:11]([NH:13][CH2:14][CH2:15][N:16]([CH3:28])[CH2:17][CH2:18][NH:19][C:20]3[C:23](=[O:24])[C:22](=[O:26])[C:21]=3[OH:27])[CH:10]=[C:9]([N:29]3[CH2:30][CH2:31][CH2:32][CH2:33]3)[N:8]=2)[CH2:6][CH2:5][CH2:4][CH2:3]1, predict the reactants needed to synthesize it. The reactants are: Cl.[N:2]1([C:7]2[N:12]=[C:11]([NH:13][CH2:14][CH2:15][N:16]([CH3:28])[CH2:17][CH2:18][NH:19][C:20]3[C:21](=[O:27])[C:22](=[O:26])[C:23]=3[O:24]C)[CH:10]=[C:9]([N:29]3[CH2:33][CH2:32][CH2:31][CH2:30]3)[N:8]=2)[CH2:6][CH2:5][CH2:4][CH2:3]1. (4) Given the product [CH3:33][O:32][C:25]1[CH:26]=[C:27]([O:30][CH3:31])[CH:28]=[CH:29][C:24]=1[CH2:23][N:8]1[C:9](=[O:22])[C@@H:10]([NH:11][C:12](=[O:13])[O:14][CH2:15][C:16]2[CH:17]=[CH:18][CH:19]=[CH:20][CH:21]=2)[C@H:7]1[CH2:6][N:36]1[C:35]([CH3:34])=[N:39][CH:38]=[N:37]1, predict the reactants needed to synthesize it. The reactants are: CS(O[CH2:6][C@@H:7]1[C@H:10]([NH:11][C:12]([O:14][CH2:15][C:16]2[CH:21]=[CH:20][CH:19]=[CH:18][CH:17]=2)=[O:13])[C:9](=[O:22])[N:8]1[CH2:23][C:24]1[CH:29]=[CH:28][C:27]([O:30][CH3:31])=[CH:26][C:25]=1[O:32][CH3:33])(=O)=O.[CH3:34][C:35]1[N:39]=[CH:38][NH:37][N:36]=1.C([O-])([O-])=O.[K+].[K+].[Na+].[I-]. (5) Given the product [CH2:18]([NH:20][C:21]([NH:5][C:4]1[CH:6]=[CH:7][C:8]([B:9]2[O:13][C:12]([CH3:15])([CH3:14])[C:11]([CH3:17])([CH3:16])[O:10]2)=[C:2]([F:1])[CH:3]=1)=[O:22])[CH3:19], predict the reactants needed to synthesize it. The reactants are: [F:1][C:2]1[CH:3]=[C:4]([CH:6]=[CH:7][C:8]=1[B:9]1[O:13][C:12]([CH3:15])([CH3:14])[C:11]([CH3:17])([CH3:16])[O:10]1)[NH2:5].[CH2:18]([N:20]=[C:21]=[O:22])[CH3:19].[N-]=C=O. (6) Given the product [NH:15]1[C:19]2[CH:20]=[CH:21][CH:22]=[CH:23][C:18]=2[N:17]=[C:16]1[C:24]1[C:25]([NH2:2])=[N:26][O:28][N:27]=1, predict the reactants needed to synthesize it. The reactants are: Cl.[NH2:2]O.[OH-].[K+].COCCOCCOC.[NH:15]1[C:19]2[CH:20]=[CH:21][CH:22]=[CH:23][C:18]=2[N:17]=[C:16]1[C:24](=[N:27][OH:28])[C:25]#[N:26]. (7) Given the product [C:1]([CH2:6][S:7][C:8]1[S:9][CH:10]=[CH:11][C:12]=1[CH:13]=[O:14])([O:3][CH2:4][CH3:5])=[O:2], predict the reactants needed to synthesize it. The reactants are: [C:1]([CH2:6][S:7][C:8]1[S:9][CH:10]=[CH:11][C:12]=1[CH:13]1OCC[O:14]1)([O:3][CH2:4][CH3:5])=[O:2].C1(C)C=CC(S(O)(=O)=O)=CC=1.